This data is from Reaction yield outcomes from USPTO patents with 853,638 reactions. The task is: Predict the reaction yield, written as a fraction of the theoretical maximum amount of product (1.0 means a 100% yield; for example, 0.34 means a 34% yield). (1) The reactants are [C:1]([O:9]CC)(=O)[CH2:2][C:3]([O:5][CH2:6][CH3:7])=[O:4].[H-].[Na+].[H][H].[CH3:16][N:17]1[C:22]2[CH:23]=[CH:24][C:25](C)=[CH:26][C:21]=2[C:20](=O)[O:19]C1=O.[ClH:30]. The catalyst is CC(N(C)C)=O. The product is [CH2:6]([O:5][C:3]([C:2]1[C:1](=[O:9])[N:17]([CH3:16])[C:22]2[C:21]([C:20]=1[OH:19])=[CH:26][C:25]([Cl:30])=[CH:24][CH:23]=2)=[O:4])[CH3:7]. The yield is 0.970. (2) The reactants are [Al+3].[Cl-].[Cl-].[Cl-].[H-].[H-].[H-].[H-].[Li+].[Al+3].[CH2:11]([N:18]1[CH2:22][CH2:21][CH:20]([CH:23]([OH:33])[C:24]2[O:25][C:26]([S:29]([CH3:32])(=[O:31])=[O:30])=[CH:27][CH:28]=2)[C:19]1=O)[C:12]1[CH:17]=[CH:16][CH:15]=[CH:14][CH:13]=1.Cl. The catalyst is C1COCC1. The product is [CH2:11]([N:18]1[CH2:22][CH2:21][CH:20]([CH:23]([C:24]2[O:25][C:26]([S:29]([CH3:32])(=[O:31])=[O:30])=[CH:27][CH:28]=2)[OH:33])[CH2:19]1)[C:12]1[CH:17]=[CH:16][CH:15]=[CH:14][CH:13]=1. The yield is 0.900. (3) The reactants are C([Mg]Cl)CCC.C([Li])CCC.[Br:12][C:13]1[CH:18]=[CH:17][C:16](Br)=[CH:15][N:14]=1.CN(C)[CH:22]=[O:23]. The catalyst is O1CCCC1.CCCCCC.C(O)(=O)C.C1(C)C=CC=CC=1. The product is [Br:12][C:13]1[N:14]=[CH:15][C:16]([CH:22]=[O:23])=[CH:17][CH:18]=1. The yield is 0.660. (4) The reactants are [C:1]([O:5][C:6]([N:8]1[CH2:12][CH2:11][CH2:10][C@H:9]1[C:13]1[NH:14][C:15]([C:18]2[CH:19]=[N:20][C:21]([C:24]3[CH:29]=[CH:28][C:27]([C:30]4[NH:31][C:32]([C@@H:35]5[CH2:39][CH2:38][CH2:37][N:36]5C(OCC5C=CC=CC=5)=O)=[N:33][CH:34]=4)=[CH:26][CH:25]=3)=[N:22][CH:23]=2)=[CH:16][N:17]=1)=[O:7])([CH3:4])([CH3:3])[CH3:2].C([O-])([O-])=O.[K+].[K+].O. The catalyst is CO.[Pd]. The product is [C:1]([O:5][C:6]([N:8]1[CH2:12][CH2:11][CH2:10][C@H:9]1[C:13]1[NH:14][C:15]([C:18]2[CH:23]=[N:22][C:21]([C:24]3[CH:29]=[CH:28][C:27]([C:30]4[NH:31][C:32]([C@@H:35]5[CH2:39][CH2:38][CH2:37][NH:36]5)=[N:33][CH:34]=4)=[CH:26][CH:25]=3)=[N:20][CH:19]=2)=[CH:16][N:17]=1)=[O:7])([CH3:4])([CH3:2])[CH3:3]. The yield is 0.560. (5) The reactants are CCN(C(C)C)C(C)C.[Cl:10][C:11]1[N:16]=[C:15](Cl)[C:14]([N+:18]([O-:20])=[O:19])=[CH:13][N:12]=1.Cl.[O:22]1[CH2:27][CH2:26][CH:25]([NH2:28])[CH2:24][CH2:23]1. The catalyst is ClCCl. The product is [Cl:10][C:11]1[N:16]=[C:15]([NH:28][CH:25]2[CH2:26][CH2:27][O:22][CH2:23][CH2:24]2)[C:14]([N+:18]([O-:20])=[O:19])=[CH:13][N:12]=1. The yield is 0.930.